Predict the reaction yield, written as a fraction of the theoretical maximum amount of product (1.0 means a 100% yield; for example, 0.34 means a 34% yield). From a dataset of Reaction yield outcomes from USPTO patents with 853,638 reactions. (1) The product is [C:24]([C:23]1[CH:26]=[CH:27][CH:28]=[CH:29][C:22]=1[C:19]1[N:20]=[CH:21][C:16]([CH2:15][CH:5]([C:4](=[O:3])[CH2:11][CH2:12][CH3:13])[C:6]([O:8][CH2:9][CH3:10])=[O:7])=[CH:17][CH:18]=1)#[N:25]. The reactants are [H-].[Na+].[O:3]=[C:4]([CH2:11][CH2:12][CH3:13])[CH2:5][C:6]([O:8][CH2:9][CH3:10])=[O:7].Cl[CH2:15][C:16]1[CH:17]=[CH:18][C:19]([C:22]2[CH:29]=[CH:28][CH:27]=[CH:26][C:23]=2[C:24]#[N:25])=[N:20][CH:21]=1.Cl. The yield is 0.620. The catalyst is O1CCCC1.[I-].C([N+](CCCC)(CCCC)CCCC)CCC. (2) The reactants are [Mg].BrBr.C([O:11][C:12]1[CH:19]=[CH:18][C:17]([O:20][CH2:21][C:22]2[CH:27]=[CH:26][CH:25]=[CH:24][CH:23]=2)=[CH:16][C:13]=1[CH:14]=[O:15])C1C=CC=CC=1. The catalyst is C(OCC)C.C1(C)C=CC=CC=1. The product is [CH2:21]([O:20][C:17]1[CH:18]=[CH:19][C:12]([OH:11])=[C:13]([CH:16]=1)[CH:14]=[O:15])[C:22]1[CH:23]=[CH:24][CH:25]=[CH:26][CH:27]=1. The yield is 0.580. (3) The reactants are [Cl:1][C:2]1[N:7]=[C:6]([C:8]2[S:12][C:11]([CH:13]3[CH2:18][CH2:17][O:16][CH2:15][CH2:14]3)=[N:10][C:9]=2[C:19]2[C:20]([F:26])=[C:21]([CH:23]=[CH:24][CH:25]=2)[NH2:22])[CH:5]=[CH:4][N:3]=1.N1C=CC=CC=1.[F:33][C:34]1[CH:39]=[CH:38][C:37]([F:40])=[CH:36][C:35]=1[S:41](Cl)(=[O:43])=[O:42]. The catalyst is C(Cl)Cl. The product is [Cl:1][C:2]1[N:7]=[C:6]([C:8]2[S:12][C:11]([CH:13]3[CH2:18][CH2:17][O:16][CH2:15][CH2:14]3)=[N:10][C:9]=2[C:19]2[C:20]([F:26])=[C:21]([NH:22][S:41]([C:35]3[CH:36]=[C:37]([F:40])[CH:38]=[CH:39][C:34]=3[F:33])(=[O:43])=[O:42])[CH:23]=[CH:24][CH:25]=2)[CH:5]=[CH:4][N:3]=1. The yield is 0.673. (4) The reactants are [CH2:1]([O:8][C@H:9]1[CH2:13][N:12]([C:14]2[CH:19]=[CH:18][C:17]([Br:20])=[CH:16][CH:15]=2)[C@H:11]([CH2:21]C#N)[CH2:10]1)[C:2]1[CH:7]=[CH:6][CH:5]=[CH:4][CH:3]=1.[CH3:24][S:25](Cl)(=[O:27])=[O:26].[OH2:29]. The catalyst is ClCCl. The product is [CH3:24][S:25]([O:27][CH2:21][C@@H:11]1[CH2:10][C@@H:9]([O:8][CH2:1][C:2]2[CH:7]=[CH:6][CH:5]=[CH:4][CH:3]=2)[CH2:13][N:12]1[C:14]1[CH:19]=[CH:18][C:17]([Br:20])=[CH:16][CH:15]=1)(=[O:29])=[O:26]. The yield is 1.15. (5) The reactants are Cl[C:2]1[CH:7]=[CH:6][N:5]=[C:4]2[C:8]([C:11](=[O:29])[C:12]([N:14]3[CH2:19][CH2:18][C:17](=[C:20]([C:23]4[CH:28]=[CH:27][CH:26]=[CH:25][CH:24]=4)[C:21]#[N:22])[CH2:16][CH2:15]3)=[O:13])=[CH:9][NH:10][C:3]=12.C([Sn](CCCC)(CCCC)[C:35]1[O:36][CH:37]=[CH:38][N:39]=1)CCC.O1CCOCC1. The catalyst is CO.C1C=CC([P]([Pd]([P](C2C=CC=CC=2)(C2C=CC=CC=2)C2C=CC=CC=2)([P](C2C=CC=CC=2)(C2C=CC=CC=2)C2C=CC=CC=2)[P](C2C=CC=CC=2)(C2C=CC=CC=2)C2C=CC=CC=2)(C2C=CC=CC=2)C2C=CC=CC=2)=CC=1. The product is [O:36]1[CH:37]=[CH:38][N:39]=[C:35]1[C:2]1[CH:7]=[CH:6][N:5]=[C:4]2[C:8]([C:11](=[O:29])[C:12]([N:14]3[CH2:19][CH2:18][C:17](=[C:20]([C:23]4[CH:28]=[CH:27][CH:26]=[CH:25][CH:24]=4)[C:21]#[N:22])[CH2:16][CH2:15]3)=[O:13])=[CH:9][NH:10][C:3]=12. The yield is 0.390. (6) The reactants are [CH3:1][N:2]([CH3:36])[CH2:3][CH2:4][O:5][C:6]1[N:11]=[CH:10][C:9]([NH:12][C:13](=[O:31])[CH2:14][C:15]2[CH:20]=[CH:19][C:18](B3OC(C)(C)C(C)(C)O3)=[CH:17][C:16]=2[F:30])=[CH:8][C:7]=1[C:32]([F:35])([F:34])[F:33].[CH2:37]([O:44][C:45]1[CH:50]=[C:49]([O:51][CH2:52][CH3:53])[C:48](I)=[CH:47][N:46]=1)[C:38]1[CH:43]=[CH:42][CH:41]=[CH:40][CH:39]=1.C([O-])([O-])=O.[Cs+].[Cs+]. The catalyst is O1CCOCC1.O.C1C=CC(P(C2C=CC=CC=2)[C-]2C=CC=C2)=CC=1.C1C=CC(P(C2C=CC=CC=2)[C-]2C=CC=C2)=CC=1.Cl[Pd]Cl.[Fe+2]. The product is [CH2:37]([O:44][C:45]1[N:46]=[CH:47][C:48]([C:18]2[CH:19]=[CH:20][C:15]([CH2:14][C:13]([NH:12][C:9]3[CH:10]=[N:11][C:6]([O:5][CH2:4][CH2:3][N:2]([CH3:1])[CH3:36])=[C:7]([C:32]([F:33])([F:34])[F:35])[CH:8]=3)=[O:31])=[C:16]([F:30])[CH:17]=2)=[C:49]([O:51][CH2:52][CH3:53])[CH:50]=1)[C:38]1[CH:39]=[CH:40][CH:41]=[CH:42][CH:43]=1. The yield is 0.119. (7) The reactants are [CH3:1][P:2](=[O:7])([O:5][CH3:6])[O:3][CH3:4].[Li]CCCC.C([O:17][C:18](=O)[CH2:19][CH2:20][CH2:21][CH2:22][C:23]1[CH:28]=[CH:27][CH:26]=[C:25]([NH:29][CH2:30][C:31]2[CH:36]=[CH:35][C:34]([O:37][CH3:38])=[CH:33][CH:32]=2)[N:24]=1)CCC. The catalyst is C1COCC1. The product is [CH3:4][O:3][P:2]([CH2:1][C:18](=[O:17])[CH2:19][CH2:20][CH2:21][CH2:22][C:23]1[CH:28]=[CH:27][CH:26]=[C:25]([NH:29][CH2:30][C:31]2[CH:32]=[CH:33][C:34]([O:37][CH3:38])=[CH:35][CH:36]=2)[N:24]=1)(=[O:7])[O:5][CH3:6]. The yield is 0.890.